Dataset: Forward reaction prediction with 1.9M reactions from USPTO patents (1976-2016). Task: Predict the product of the given reaction. (1) The product is: [Cl:1][C:2]1[CH:3]=[C:4]([N:9]2[C:13](=[O:14])[C@@:12]3([C@H:15]([C:16]4[CH:17]=[CH:18][C:19]([C:20]#[N:21])=[CH:22][CH:23]=4)[CH2:33][NH:32][CH2:31]3)[N:11]([CH3:24])[C:10]2=[O:25])[CH:5]=[C:6]([Cl:8])[CH:7]=1. Given the reactants [Cl:1][C:2]1[CH:3]=[C:4]([N:9]2[C:13](=[O:14])/[C:12](=[CH:15]\[C:16]3[CH:23]=[CH:22][C:19]([C:20]#[N:21])=[CH:18][CH:17]=3)/[N:11]([CH3:24])[C:10]2=[O:25])[CH:5]=[C:6]([Cl:8])[CH:7]=1.NCC(O)=O.[CH2:31]1N2CN3CN(C2)[CH2:33][N:32]1C3.C(N)CN.C1(C)C=CC(C([C@](C(O)=O)(O)[C@](C(C2C=CC(C)=CC=2)=O)(O)C(O)=O)=O)=CC=1, predict the reaction product. (2) Given the reactants [NH2:1][C@@H:2]([CH2:33][C:34]1[CH:39]=[CH:38][CH:37]=[CH:36][CH:35]=1)[CH2:3][C@H:4]([OH:32])[C@@H:5]([NH:19][C:20]([C@@H:22]([NH:27][C:28](=[O:31])[O:29][CH3:30])[C:23]([CH3:26])([CH3:25])[CH3:24])=[O:21])[CH2:6][C:7]1[CH:12]=[CH:11][C:10]([C:13]2[CH:18]=[CH:17][CH:16]=[CH:15][N:14]=2)=[CH:9][CH:8]=1.[CH2:40]([N:47]1[CH2:51][CH2:50][N:49]([C@@H:52]([C:56]([CH3:59])([CH3:58])[CH3:57])[C:53](O)=[O:54])[C:48]1=[O:60])[C:41]1[CH:46]=[CH:45][CH:44]=[CH:43][CH:42]=1.CCOP(ON1N=NC2C=CC=CC=2C1=O)(OCC)=O.C(N(CC)C(C)C)(C)C, predict the reaction product. The product is: [CH2:40]([N:47]1[CH2:51][CH2:50][N:49]([C@@H:52]([C:56]([CH3:58])([CH3:57])[CH3:59])[C:53]([NH:1][C@@H:2]([CH2:33][C:34]2[CH:35]=[CH:36][CH:37]=[CH:38][CH:39]=2)[CH2:3][C@H:4]([OH:32])[C@@H:5]([NH:19][C:20]([C@@H:22]([NH:27][C:28](=[O:31])[O:29][CH3:30])[C:23]([CH3:25])([CH3:26])[CH3:24])=[O:21])[CH2:6][C:7]2[CH:12]=[CH:11][C:10]([C:13]3[CH:18]=[CH:17][CH:16]=[CH:15][N:14]=3)=[CH:9][CH:8]=2)=[O:54])[C:48]1=[O:60])[C:41]1[CH:42]=[CH:43][CH:44]=[CH:45][CH:46]=1. (3) Given the reactants [F:1][C:2]([F:7])([F:6])[CH2:3][CH2:4][SH:5].N#N.C(O)C.CC(N=NC(C#N)(C)C)(C#N)C.[C:25]([OH:37])(=[O:36])[CH:26]=[CH:27][CH2:28][CH2:29][CH2:30][CH2:31][CH2:32][CH2:33][CH2:34][CH3:35], predict the reaction product. The product is: [F:1][C:2]([F:7])([F:6])[CH2:3][CH2:4][S:5][CH2:35][CH2:34][CH2:33][CH2:32][CH2:31][CH2:30][CH2:29][CH2:28][CH2:27][CH2:26][C:25]([OH:37])=[O:36]. (4) The product is: [CH3:34][C:19]1[CH:20]=[CH:21][C:22]([C:24]23[CH2:25][CH:26]4[CH2:27][CH:28]([CH2:29][C:30]([C:7]5[CH:6]=[C:5]([C:8]#[CH:9])[CH:4]=[C:3]([C:18]#[CH:19])[CH:2]=5)([CH2:32]4)[CH2:31]2)[CH2:33]3)=[CH:23][C:18]=1[C:3]1[CH:4]=[C:5]([C:8]23[CH2:9][CH:10]4[CH2:16][CH:14]([CH2:13][C:12]([C:41]5[CH:40]=[C:39]([C:42]#[CH:43])[CH:38]=[C:37]([C:53]#[CH:54])[CH:36]=5)([CH2:11]4)[CH2:17]2)[CH2:15]3)[CH:6]=[CH:7][C:2]=1[CH3:1]. Given the reactants [CH3:1][C:2]1[CH:7]=[CH:6][C:5]([C:8]23[CH2:17][CH:12]4[CH2:13][CH:14]([CH2:16][CH:10]([CH2:11]4)[CH2:9]2)[CH2:15]3)=[CH:4][C:3]=1[C:18]1[CH:23]=[C:22]([C:24]23[CH2:33][CH:28]4[CH2:29][CH:30]([CH2:32][CH:26]([CH2:27]4)[CH2:25]2)[CH2:31]3)[CH:21]=[CH:20][C:19]=1[CH3:34].C[C:36]1[CH:41]=[CH:40][C:39]([C:42]23CC4CC(CC(Br)(C4)[CH2:43]2)C3)=[CH:38][C:37]=1[C:53]1C=C(C23CC4CC(CC(Br)(C4)C2)C3)C=C[C:54]=1C, predict the reaction product. (5) The product is: [Br:1][C:2]1[CH:3]=[C:4]([NH2:11])[C:5]2[CH:6]=[N:7][N:8]([CH2:15][CH3:16])[C:9]=2[CH:10]=1. Given the reactants [Br:1][C:2]1[CH:3]=[C:4]([NH2:11])[C:5]2[CH:6]=[N:7][NH:8][C:9]=2[CH:10]=1.[H-].[Na+].I[CH2:15][CH3:16], predict the reaction product. (6) Given the reactants [CH2:1]([O:3][C:4]([C:6]1[CH:7]=[N:8][N:9]([C:15]2[CH:20]=[CH:19][CH:18]=[C:17](Cl)[N:16]=2)[C:10]=1[C:11]([F:14])([F:13])[F:12])=[O:5])[CH3:2].[B:22]1([B:22]2[O:26][C:25]([CH3:28])([CH3:27])[C:24]([CH3:30])([CH3:29])[O:23]2)[O:26][C:25]([CH3:28])([CH3:27])[C:24]([CH3:30])([CH3:29])[O:23]1.ClCCl.C([O-])(=O)C.[K+], predict the reaction product. The product is: [CH3:29][C:24]1([CH3:30])[C:25]([CH3:28])([CH3:27])[O:26][B:22]([C:17]2[N:16]=[C:15]([N:9]3[C:10]([C:11]([F:14])([F:13])[F:12])=[C:6]([C:4]([O:3][CH2:1][CH3:2])=[O:5])[CH:7]=[N:8]3)[CH:20]=[CH:19][CH:18]=2)[O:23]1. (7) The product is: [C:1]([C:5]1[CH:10]=[CH:9][C:8]([C:11]2[N:15]([CH2:16][CH3:17])[N:14]=[C:13]([C:18](=[N:23][NH:22][C:24]([NH:26][C:27]3[CH:35]=[CH:34][C:30]([C:31]([OH:33])=[O:32])=[CH:29][CH:28]=3)=[S:25])[CH3:19])[C:12]=2[OH:21])=[CH:7][CH:6]=1)([CH3:3])([CH3:2])[CH3:4]. Given the reactants [C:1]([C:5]1[CH:10]=[CH:9][C:8]([C:11]2[N:15]([CH2:16][CH3:17])[N:14]=[C:13]([C:18](=O)[CH3:19])[C:12]=2[OH:21])=[CH:7][CH:6]=1)([CH3:4])([CH3:3])[CH3:2].[NH:22]([C:24]([NH:26][C:27]1[CH:35]=[CH:34][C:30]([C:31]([OH:33])=[O:32])=[CH:29][CH:28]=1)=[S:25])[NH2:23].CN(C)C=O, predict the reaction product. (8) Given the reactants [Li+].[OH-].C[O:4][C:5](=[O:15])[C:6]1[CH:14]=[CH:13][C:9]([C:10]([NH2:12])=[O:11])=[CH:8][CH:7]=1.CO.O, predict the reaction product. The product is: [C:5]([OH:15])(=[O:4])[C:6]1[CH:14]=[CH:13][C:9]([C:10]([NH2:12])=[O:11])=[CH:8][CH:7]=1.